This data is from Peptide-MHC class I binding affinity with 185,985 pairs from IEDB/IMGT. The task is: Regression. Given a peptide amino acid sequence and an MHC pseudo amino acid sequence, predict their binding affinity value. This is MHC class I binding data. (1) The peptide sequence is FLLMDALKL. The MHC is HLA-A02:06 with pseudo-sequence HLA-A02:06. The binding affinity (normalized) is 0.831. (2) The peptide sequence is EQLSKYVEK. The MHC is HLA-A33:01 with pseudo-sequence HLA-A33:01. The binding affinity (normalized) is 0.379. (3) The peptide sequence is IVDINVKDY. The MHC is SLA-10401 with pseudo-sequence SLA-10401. The binding affinity (normalized) is 0.770. (4) The peptide sequence is IYLPIVHPF. The MHC is HLA-A26:02 with pseudo-sequence HLA-A26:02. The binding affinity (normalized) is 0.0847. (5) The peptide sequence is RTSKAALER. The MHC is HLA-B18:01 with pseudo-sequence HLA-B18:01. The binding affinity (normalized) is 0.